This data is from Kir2.1 potassium channel HTS with 301,493 compounds. The task is: Binary Classification. Given a drug SMILES string, predict its activity (active/inactive) in a high-throughput screening assay against a specified biological target. (1) The molecule is O(c1c([N+]([O-])=O)cc(CC)cc1)CC(=O)N\N=C/c1occc1. The result is 0 (inactive). (2) The drug is S(=O)(=O)(NCCC(=O)NCCOc1ccc(cc1)C)c1ccc(cc1)C. The result is 0 (inactive). (3) The drug is Clc1cc(N2C(=O)C(C(C2=O)C)Cc2ccc(cc2)C)ncc1. The result is 0 (inactive).